From a dataset of Catalyst prediction with 721,799 reactions and 888 catalyst types from USPTO. Predict which catalyst facilitates the given reaction. (1) Reactant: [CH3:1][P:2](=[O:7])([O:5][CH3:6])[O:3][CH3:4].[Li]CCCC.[CH:13]1([C:23](OC)=[O:24])[CH2:18][CH2:17][CH:16]([C:19]([O:21][CH3:22])=[O:20])[CH2:15][CH2:14]1. Product: [CH3:4][O:3][P:2]([CH2:1][C:23]([CH:13]1[CH2:14][CH2:15][CH:16]([C:19]([O:21][CH3:22])=[O:20])[CH2:17][CH2:18]1)=[O:24])([O:5][CH3:6])=[O:7]. The catalyst class is: 1. (2) Reactant: [N:1]1([CH2:10][C:11]2[CH:16]=[CH:15][C:14]([C:17]3[O:18][CH:19]=[C:20]([C:22](O)=[O:23])[N:21]=3)=[CH:13][CH:12]=2)[C:9]2[C:4](=[CH:5][CH:6]=[CH:7][CH:8]=2)[CH:3]=[CH:2]1.C(Cl)CCl.[CH:29]1[CH:30]=CC2N(O)N=[N:35][C:33]=2[CH:34]=1.N1CCCC1. Product: [N:35]1([C:22]([C:20]2[N:21]=[C:17]([C:14]3[CH:15]=[CH:16][C:11]([CH2:10][N:1]4[C:9]5[C:8](=[CH:7][CH:6]=[CH:5][CH:4]=5)[CH:3]=[CH:2]4)=[CH:12][CH:13]=3)[O:18][CH:19]=2)=[O:23])[CH2:30][CH2:29][CH2:34][CH2:33]1. The catalyst class is: 173.